From a dataset of Full USPTO retrosynthesis dataset with 1.9M reactions from patents (1976-2016). Predict the reactants needed to synthesize the given product. Given the product [NH2:3][CH2:12][CH2:13][NH:14][C@H:15]([CH:23]([CH3:25])[CH3:24])[C:16]([O:18][C:19]([CH3:21])([CH3:20])[CH3:22])=[O:17], predict the reactants needed to synthesize it. The reactants are: O=C1C2C(=CC=CC=2)C(=O)[N:3]1[CH2:12][CH2:13][NH:14][C@H:15]([CH:23]([CH3:25])[CH3:24])[C:16]([O:18][C:19]([CH3:22])([CH3:21])[CH3:20])=[O:17].O.NN.